From a dataset of Forward reaction prediction with 1.9M reactions from USPTO patents (1976-2016). Predict the product of the given reaction. (1) Given the reactants C(=O)([O-])[O-].[Na+].[Na+].Br[C:8]1[C:22]([CH3:23])=[CH:21][C:11]([C:12]([NH:14][C:15]2[CH:20]=[CH:19][N:18]=[N:17][CH:16]=2)=[O:13])=[C:10]([O:24][CH2:25][C:26]2[CH:31]=[CH:30][CH:29]=[CH:28][CH:27]=2)[CH:9]=1.[CH3:32][N:33]1[CH:37]=[C:36](B2OC(C)(C)C(C)(C)O2)[CH:35]=[N:34]1, predict the reaction product. The product is: [CH3:23][C:22]1[C:8]([C:36]2[CH:35]=[N:34][N:33]([CH3:32])[CH:37]=2)=[CH:9][C:10]([O:24][CH2:25][C:26]2[CH:31]=[CH:30][CH:29]=[CH:28][CH:27]=2)=[C:11]([CH:21]=1)[C:12]([NH:14][C:15]1[CH:20]=[CH:19][N:18]=[N:17][CH:16]=1)=[O:13]. (2) Given the reactants [C:1]([O:5][C:6]([N:8]1[CH2:13][CH2:12][CH:11]([C:14]([OH:16])=O)[CH2:10][CH2:9]1)=[O:7])([CH3:4])([CH3:3])[CH3:2].[CH3:17][N:18](C(ON1N=NC2C=CC=NC1=2)=[N+](C)C)[CH3:19].F[P-](F)(F)(F)(F)F.Cl.CNC, predict the reaction product. The product is: [C:1]([O:5][C:6]([N:8]1[CH2:13][CH2:12][CH:11]([C:14](=[O:16])[N:18]([CH3:19])[CH3:17])[CH2:10][CH2:9]1)=[O:7])([CH3:4])([CH3:3])[CH3:2]. (3) Given the reactants [N:1]1[CH:6]=[CH:5][C:4]([N:7]2[CH2:12][CH2:11][CH:10]([C:13](Cl)=[O:14])[CH2:9][CH2:8]2)=[CH:3][CH:2]=1.[NH2:16][CH2:17][CH:18]([NH:26][C:27]([O:29][C:30]([CH3:33])([CH3:32])[CH3:31])=[O:28])[CH2:19][C:20]1[CH:25]=[CH:24][CH:23]=[CH:22][CH:21]=1, predict the reaction product. The product is: [C:30]([O:29][C:27]([NH:26][CH:18]([CH2:19][C:20]1[CH:21]=[CH:22][CH:23]=[CH:24][CH:25]=1)[CH2:17][NH:16][C:13]([CH:10]1[CH2:11][CH2:12][N:7]([C:4]2[CH:5]=[CH:6][N:1]=[CH:2][CH:3]=2)[CH2:8][CH2:9]1)=[O:14])=[O:28])([CH3:33])([CH3:31])[CH3:32]. (4) Given the reactants [C:1]([N:5]1[C:10](=[O:11])[C:9]([CH2:12][O:13][Si:14]([C:17]([CH3:20])([CH3:19])[CH3:18])([CH3:16])[CH3:15])=[C:8](Cl)[CH:7]=[N:6]1)([CH3:4])([CH3:3])[CH3:2].C(=O)([O-])[O-].[Cs+].[Cs+].[C:28]([C:32]1[CH:39]=[CH:38][C:35]([CH2:36][SH:37])=[CH:34][CH:33]=1)([CH3:31])([CH3:30])[CH3:29].C(OCC)(=O)C, predict the reaction product. The product is: [C:1]([N:5]1[C:10](=[O:11])[C:9]([CH2:12][O:13][Si:14]([C:17]([CH3:20])([CH3:19])[CH3:18])([CH3:16])[CH3:15])=[C:8]([S:37][CH2:36][C:35]2[CH:38]=[CH:39][C:32]([C:28]([CH3:31])([CH3:30])[CH3:29])=[CH:33][CH:34]=2)[CH:7]=[N:6]1)([CH3:4])([CH3:3])[CH3:2]. (5) Given the reactants [C:1]([C:5]1[CH:6]=[C:7]([NH:21][C:22]([C:24]2[N:25]([CH3:48])[C:26]3[C:31]([CH:32]=2)=[CH:30][CH:29]=[CH:28][C:27]=3[CH2:33][N:34]2[CH2:39][CH2:38][N:37]([C:40]([CH:42]3[CH2:46][CH2:45][CH2:44][N:43]3[CH3:47])=[O:41])[CH2:36][CH2:35]2)=[O:23])[C:8]([O:19][CH3:20])=[C:9]([NH:11]C(=O)OC(C)(C)C)[CH:10]=1)([CH3:4])([CH3:3])[CH3:2].[ClH:49], predict the reaction product. The product is: [ClH:49].[ClH:49].[ClH:49].[NH2:11][C:9]1[C:8]([O:19][CH3:20])=[C:7]([NH:21][C:22]([C:24]2[N:25]([CH3:48])[C:26]3[C:31]([CH:32]=2)=[CH:30][CH:29]=[CH:28][C:27]=3[CH2:33][N:34]2[CH2:35][CH2:36][N:37]([C:40]([C@@H:42]3[CH2:46][CH2:45][CH2:44][N:43]3[CH3:47])=[O:41])[CH2:38][CH2:39]2)=[O:23])[CH:6]=[C:5]([C:1]([CH3:2])([CH3:3])[CH3:4])[CH:10]=1. (6) The product is: [CH2:23]([C:4]1[CH:3]=[C:2]([B:25]2[O:29][C:28]([CH3:31])([CH3:30])[C:27]([CH3:33])([CH3:32])[O:26]2)[CH:7]=[CH:6][C:5]=1[S:8]([NH:11][C@H:12]1[CH2:17][CH2:16][CH2:15][C@@H:14]([N:18]2[CH:22]=[N:21][N:20]=[CH:19]2)[CH2:13]1)(=[O:10])=[O:9])[CH3:24]. Given the reactants Br[C:2]1[CH:7]=[CH:6][C:5]([S:8]([NH:11][C@H:12]2[CH2:17][CH2:16][CH2:15][C@@H:14]([N:18]3[CH:22]=[N:21][N:20]=[CH:19]3)[CH2:13]2)(=[O:10])=[O:9])=[C:4]([CH2:23][CH3:24])[CH:3]=1.[B:25]1([B:25]2[O:29][C:28]([CH3:31])([CH3:30])[C:27]([CH3:33])([CH3:32])[O:26]2)[O:29][C:28]([CH3:31])([CH3:30])[C:27]([CH3:33])([CH3:32])[O:26]1.C([O-])(=O)C.[K+], predict the reaction product.